From a dataset of Full USPTO retrosynthesis dataset with 1.9M reactions from patents (1976-2016). Predict the reactants needed to synthesize the given product. (1) Given the product [ClH:31].[ClH:36].[ClH:31].[N:25]1([CH2:24][CH2:23][CH2:22][O:21][C:18]2[CH:19]=[CH:20][C:15]([CH2:14][N:11]3[CH2:12][CH2:13][NH:8][CH2:9][CH2:10]3)=[CH:16][CH:17]=2)[CH2:26][CH2:27][CH2:28][CH2:29][CH2:30]1, predict the reactants needed to synthesize it. The reactants are: C(OC([N:8]1[CH2:13][CH2:12][N:11]([CH2:14][C:15]2[CH:20]=[CH:19][C:18]([O:21][CH2:22][CH2:23][CH2:24][N:25]3[CH2:30][CH2:29][CH2:28][CH2:27][CH2:26]3)=[CH:17][CH:16]=2)[CH2:10][CH2:9]1)=O)(C)(C)C.[Cl:31]CCl.CO.[ClH:36]. (2) Given the product [CH:1]1([C@@H:4]2[O:9][CH2:8][C@:7]3([C:10]4[CH:15]=[CH:14][C:13]([F:16])=[CH:12][C:11]=4[F:17])[N:18]=[C:19]([NH:21][C:22](=[O:29])[C:23]4[CH:28]=[CH:27][CH:26]=[CH:25][CH:24]=4)[S:20][C@H:30]([CH2:31][O:32][CH3:33])[C@@H:6]3[CH2:5]2)[CH2:2][CH2:3]1, predict the reactants needed to synthesize it. The reactants are: [CH:1]1([C@@H:4]2[O:9][CH2:8][C@@:7]([NH:18][C:19]([NH:21][C:22](=[O:29])[C:23]3[CH:28]=[CH:27][CH:26]=[CH:25][CH:24]=3)=[S:20])([C:10]3[CH:15]=[CH:14][C:13]([F:16])=[CH:12][C:11]=3[F:17])[C@H:6]([C@@H:30](O)[CH2:31][O:32][CH3:33])[CH2:5]2)[CH2:3][CH2:2]1.C(OC[C@@H]1OC[C@]2(C3C=CC(F)=CC=3F)N=C(NC(=O)C3C=CC=CC=3)SC[C@@H]2C1)C1C=CC=CC=1.